From a dataset of HIV replication inhibition screening data with 41,000+ compounds from the AIDS Antiviral Screen. Binary Classification. Given a drug SMILES string, predict its activity (active/inactive) in a high-throughput screening assay against a specified biological target. (1) The drug is CCOC(=O)CN1C(=O)Cc2ccccc21. The result is 0 (inactive). (2) The molecule is Cc1nc(O)c2ncn(CCO)c2n1. The result is 0 (inactive). (3) The compound is NC(=O)c1cc(NC(=O)c2ccc(C(=O)Nc3cc(C(N)=O)cc(C4=NCCN4)c3)cc2)cc(C2=NCCN2)c1. The result is 0 (inactive). (4) The compound is N=C(N)NCCC(NC(=O)OCCCCCn1ccc(=O)[nH]c1=O)C(=O)O. The result is 0 (inactive). (5) The drug is Nc1nc(O)cc(NNc2ccc(Cl)c(Cl)c2)n1. The result is 0 (inactive). (6) The drug is O=C1CSC(c2ccccc2[N+](=O)[O-])N1c1ccc(-c2ccc(-n3c(-c4ccccc4)nc4ccccc4c3=O)cc2)cc1. The result is 0 (inactive).